From a dataset of Full USPTO retrosynthesis dataset with 1.9M reactions from patents (1976-2016). Predict the reactants needed to synthesize the given product. (1) Given the product [CH3:22][C:23]1[C:27]([C:2]2[N:7]=[C:6]([NH:8][C:9]3[N:14]=[CH:13][C:12]4[N:15]=[C:16]([CH3:21])[N:17]([CH:18]([CH3:20])[CH3:19])[C:11]=4[CH:10]=3)[CH:5]=[CH:4][N:3]=2)=[C:26]([CH3:31])[NH:25][N:24]=1, predict the reactants needed to synthesize it. The reactants are: Cl[C:2]1[N:7]=[C:6]([NH:8][C:9]2[N:14]=[CH:13][C:12]3[N:15]=[C:16]([CH3:21])[N:17]([CH:18]([CH3:20])[CH3:19])[C:11]=3[CH:10]=2)[CH:5]=[CH:4][N:3]=1.[CH3:22][C:23]1[C:27](B(O)O)=[C:26]([CH3:31])[NH:25][N:24]=1.ClCCl.C(=O)([O-])[O-].[Na+].[Na+]. (2) Given the product [NH2:1][C:2]1[CH:7]=[CH:6][C:5]([Cl:8])=[CH:4][C:3]=1[C:9]([C:11]1[CH:16]=[CH:15][CH:14]=[C:13]([O:17][CH3:18])[C:12]=1[O:19][CH2:20][CH3:21])=[O:10], predict the reactants needed to synthesize it. The reactants are: [NH2:1][C:2]1[CH:7]=[CH:6][C:5]([Cl:8])=[CH:4][C:3]=1[C:9]([C:11]1[CH:16]=[CH:15][CH:14]=[C:13]([O:17][CH3:18])[C:12]=1[OH:19])=[O:10].[CH2:20](I)[CH3:21].C(=O)([O-])[O-].[K+].[K+]. (3) Given the product [CH:1]1([O:6][C:7](=[O:30])[CH:8]([O:24][CH:25]2[CH2:26][CH2:27][CH2:28][CH2:29]2)[CH2:9][C:10]2[CH:11]=[CH:12][C:13]([OH:16])=[CH:14][CH:15]=2)[CH2:2][CH2:3][CH2:4][CH2:5]1, predict the reactants needed to synthesize it. The reactants are: [CH:1]1([O:6][C:7](=[O:30])[CH:8]([O:24][CH:25]2[CH2:29][CH2:28][CH2:27][CH2:26]2)[CH2:9][C:10]2[CH:15]=[CH:14][C:13]([O:16]CC3C=CC=CC=3)=[CH:12][CH:11]=2)[CH2:5][CH2:4][CH2:3][CH2:2]1. (4) The reactants are: C1(C(=[N:14][C:15]2[CH:20]=[CH:19][C:18]([C@@H:21]3[O:26][CH2:25][CH2:24][N:23]([C:27]([O:29][C:30]([CH3:33])([CH3:32])[CH3:31])=[O:28])[CH2:22]3)=[CH:17][CH:16]=2)C2C=CC=CC=2)C=CC=CC=1.C([O-])=O.[NH4+]. Given the product [NH2:14][C:15]1[CH:20]=[CH:19][C:18]([C@@H:21]2[O:26][CH2:25][CH2:24][N:23]([C:27]([O:29][C:30]([CH3:33])([CH3:32])[CH3:31])=[O:28])[CH2:22]2)=[CH:17][CH:16]=1, predict the reactants needed to synthesize it. (5) Given the product [CH3:35][O:36][CH:37]1[C:12]2[C:7](=[N:8][CH:9]=[C:10]([C:13]3[CH:18]=[CH:17][CH:16]=[CH:15][CH:14]=3)[CH:11]=2)[CH:6]=[CH:5][C:4]2[CH:3]=[CH:22][C:21]([N:23]([CH3:30])[S:24]([CH3:27])(=[O:26])=[O:25])=[CH:34][C:33]1=2, predict the reactants needed to synthesize it. The reactants are: OC1[C:12]2[C:7](=[N:8][CH:9]=[C:10]([C:13]3[CH:18]=[CH:17][CH:16]=[CH:15][CH:14]=3)[CH:11]=2)[CH:6]=[CH:5][C:4]2C=C[C:21]([NH:23][S:24]([CH3:27])(=[O:26])=[O:25])=[CH:22][C:3]1=2.[H-].[Na+].[CH3:30]I.O.[CH2:33]1[CH2:37][O:36][CH2:35][CH2:34]1.